From a dataset of Catalyst prediction with 721,799 reactions and 888 catalyst types from USPTO. Predict which catalyst facilitates the given reaction. Reactant: [CH:1]1[C:13]2[N:12]([C:14]3[CH:19]=[CH:18][C:17]([C:20](=[O:22])[CH3:21])=[CH:16][CH:15]=3)[C:11]3[C:6](=[CH:7][CH:8]=[CH:9][CH:10]=3)[C:5]=2[CH:4]=[CH:3][CH:2]=1.[F:23][C:24]1[CH:32]=[CH:31][C:27]([C:28](Cl)=[O:29])=[CH:26][CH:25]=1.[Al+3].[Cl-].[Cl-].[Cl-].[C:37](Cl)(=[O:39])[CH3:38]. Product: [C:37]([C:8]1[CH:9]=[CH:10][C:11]2[N:12]([C:14]3[CH:15]=[CH:16][C:17]([C:20](=[O:22])[CH3:21])=[CH:18][CH:19]=3)[C:13]3[C:5]([C:6]=2[CH:7]=1)=[CH:4][C:3]([C:28](=[O:29])[C:27]1[CH:31]=[CH:32][C:24]([F:23])=[CH:25][CH:26]=1)=[CH:2][CH:1]=3)(=[O:39])[CH3:38]. The catalyst class is: 2.